The task is: Predict the reactants needed to synthesize the given product.. This data is from Full USPTO retrosynthesis dataset with 1.9M reactions from patents (1976-2016). (1) The reactants are: [CH:1]([C:3]1[N:4]=[C:5]2[CH:10]=[CH:9][C:8]([I:11])=[CH:7][N:6]2[C:12]=1[CH3:13])=[CH2:2].[N+](=[CH:16][C:17]([O:19][CH2:20][CH3:21])=[O:18])=[N-]. Given the product [I:11][C:8]1[CH:9]=[CH:10][C:5]2[N:6]([C:12]([CH3:13])=[C:3]([CH:1]3[CH2:2][CH:16]3[C:17]([O:19][CH2:20][CH3:21])=[O:18])[N:4]=2)[CH:7]=1, predict the reactants needed to synthesize it. (2) Given the product [S:13]1[CH:14]=[CH:15][N:16]=[C:12]1[C:9]1[CH:8]=[CH:7][C:6]([CH2:5][OH:4])=[CH:11][CH:10]=1, predict the reactants needed to synthesize it. The reactants are: COC[O:4][CH2:5][C:6]1[CH:11]=[CH:10][C:9]([C:12]2[S:13][CH:14]=[CH:15][N:16]=2)=[CH:8][CH:7]=1.Cl.O. (3) Given the product [O:10]=[C:9]([NH:11][C:12]1[CH:17]=[CH:16][C:15]([O:18][C:19]2[CH:24]=[CH:23][CH:22]=[CH:21][CH:20]=2)=[CH:14][CH:13]=1)[CH2:8][N:5]1[CH2:6][CH2:7][CH:2]([NH:25][C:26]2[CH:27]=[CH:28][C:29]([C:30]([O:32][CH3:33])=[O:31])=[CH:34][CH:35]=2)[CH2:3][CH2:4]1, predict the reactants needed to synthesize it. The reactants are: O=[C:2]1[CH2:7][CH2:6][N:5]([CH2:8][C:9]([NH:11][C:12]2[CH:17]=[CH:16][C:15]([O:18][C:19]3[CH:24]=[CH:23][CH:22]=[CH:21][CH:20]=3)=[CH:14][CH:13]=2)=[O:10])[CH2:4][CH2:3]1.[NH2:25][C:26]1[CH:35]=[CH:34][C:29]([C:30]([O:32][CH3:33])=[O:31])=[CH:28][CH:27]=1.C(O[BH-](OC(=O)C)OC(=O)C)(=O)C.[Na+].[OH-].[Na+]. (4) Given the product [NH2:18][C:10]1[N:11]([C:12]2[CH:13]=[CH:14][CH:15]=[CH:16][CH:17]=2)[C:20](=[O:23])[CH:21]=[CH:22][C:9]=1[C:8](=[O:19])[C:5]1[CH:6]=[CH:7][C:2]([F:1])=[CH:3][CH:4]=1, predict the reactants needed to synthesize it. The reactants are: [F:1][C:2]1[CH:7]=[CH:6][C:5]([C:8](=[O:19])[CH2:9][C:10](=[NH:18])[NH:11][C:12]2[CH:17]=[CH:16][CH:15]=[CH:14][CH:13]=2)=[CH:4][CH:3]=1.[C:20](OC)(=[O:23])[C:21]#[CH:22]. (5) The reactants are: [CH2:1]([N:3]([CH2:8][CH3:9])[CH2:4][CH2:5][C:6]#[N:7])[CH3:2].[NH2:10][OH:11]. Given the product [CH2:1]([N:3]([CH2:8][CH3:9])[CH2:4][CH2:5][C:6](=[N:10][OH:11])[NH2:7])[CH3:2], predict the reactants needed to synthesize it. (6) Given the product [CH3:8][O:7][C:5](=[O:6])[C:4]1[CH:9]=[CH:10][CH:11]=[C:2]([NH:17][C:16]2[CH:18]=[CH:19][C:13]([Cl:12])=[CH:14][CH:15]=2)[CH:3]=1, predict the reactants needed to synthesize it. The reactants are: Br[C:2]1[CH:3]=[C:4]([CH:9]=[CH:10][CH:11]=1)[C:5]([O:7][CH3:8])=[O:6].[Cl:12][C:13]1[CH:19]=[CH:18][C:16]([NH2:17])=[CH:15][CH:14]=1.